Dataset: Forward reaction prediction with 1.9M reactions from USPTO patents (1976-2016). Task: Predict the product of the given reaction. (1) Given the reactants Br[C:2]1[CH:11]=[CH:10][CH:9]=[C:8]2[C:3]=1[CH:4]=[CH:5][CH:6]=[N:7]2.[CH3:12][N:13](C=O)C, predict the reaction product. The product is: [N:7]1[C:8]2[CH:9]=[CH:10][CH:11]=[C:2]([C:12]#[N:13])[C:3]=2[CH:4]=[CH:5][CH:6]=1. (2) Given the reactants [CH:1]12[CH:8]([N:9]([CH3:17])[C:10](=[O:16])[O:11][C:12]([CH3:15])([CH3:14])[CH3:13])[CH:5]([CH2:6][CH2:7]1)[CH2:4][NH:3][CH2:2]2.CS(O[CH2:23][CH2:24][CH2:25][CH:26]([C:38]1[CH:43]=[CH:42][C:41]([C:44]#[N:45])=[CH:40][CH:39]=1)[O:27][C:28]1[CH:33]=[CH:32][C:31]([O:34][CH3:35])=[C:30]([O:36][CH3:37])[CH:29]=1)(=O)=O.C(=O)([O-])[O-].[K+].[K+], predict the reaction product. The product is: [C:44]([C:41]1[CH:40]=[CH:39][C:38]([CH:26]([O:27][C:28]2[CH:33]=[CH:32][C:31]([O:34][CH3:35])=[C:30]([O:36][CH3:37])[CH:29]=2)[CH2:25][CH2:24][CH2:23][N:3]2[CH2:4][CH:5]3[CH:8]([N:9]([CH3:17])[C:10](=[O:16])[O:11][C:12]([CH3:13])([CH3:14])[CH3:15])[CH:1]([CH2:7][CH2:6]3)[CH2:2]2)=[CH:43][CH:42]=1)#[N:45]. (3) Given the reactants [CH3:1][O:2][C:3]1[C:8]2[N:9]=[C:10]([C:12]([OH:14])=O)[S:11][C:7]=2[C:6]([N:15]2[CH2:20][CH2:19][O:18][CH2:17][CH2:16]2)=[CH:5][CH:4]=1.C(N1C=CN=C1)(N1C=CN=C1)=O.Cl.[NH2:34][CH2:35][C:36](=[O:43])[CH2:37][C:38]1[S:39][CH:40]=[CH:41][CH:42]=1.C(N(CC)CC)C, predict the reaction product. The product is: [O:43]=[C:36]([CH2:37][C:38]1[S:39][CH:40]=[CH:41][CH:42]=1)[CH2:35][NH:34][C:12]([C:10]1[S:11][C:7]2[C:6]([N:15]3[CH2:20][CH2:19][O:18][CH2:17][CH2:16]3)=[CH:5][CH:4]=[C:3]([O:2][CH3:1])[C:8]=2[N:9]=1)=[O:14].